This data is from Full USPTO retrosynthesis dataset with 1.9M reactions from patents (1976-2016). The task is: Predict the reactants needed to synthesize the given product. Given the product [CH3:16][O:15][C:7]1[N:8]=[C:9]([CH3:14])[C:10]([N+:11]([O-:13])=[O:12])=[C:5]([CH3:2])[N:6]=1, predict the reactants needed to synthesize it. The reactants are: [Cl-].[CH3:2][Zn+].Cl[C:5]1[C:10]([N+:11]([O-:13])=[O:12])=[C:9]([CH3:14])[N:8]=[C:7]([O:15][CH3:16])[N:6]=1.